This data is from Reaction yield outcomes from USPTO patents with 853,638 reactions. The task is: Predict the reaction yield, written as a fraction of the theoretical maximum amount of product (1.0 means a 100% yield; for example, 0.34 means a 34% yield). (1) The yield is 0.820. The product is [CH3:1][O:2][C:3]1[CH:4]=[C:5]([CH:10]=[CH:11][C:12]=1[O:13][CH2:14][CH2:15][O:16][C:17]([F:18])([F:19])[F:20])[C:6]([OH:8])=[O:7]. The catalyst is C1COCC1.O. The reactants are [CH3:1][O:2][C:3]1[CH:4]=[C:5]([CH:10]=[CH:11][C:12]=1[O:13][CH2:14][CH2:15][O:16][C:17]([F:20])([F:19])[F:18])[C:6]([O:8]C)=[O:7].[Li+].[OH-]. (2) The reactants are [CH2:1]([O:8][C:9]1[CH:14]=[CH:13][C:12]([CH2:15][C:16]([OH:18])=[O:17])=[CH:11][CH:10]=1)[C:2]1[CH:7]=[CH:6][CH:5]=[CH:4][CH:3]=1.CC(C)([O-])C.[K+].Br.Br[CH2:27][C:28]([C:30]1[CH:35]=[CH:34][N:33]=[CH:32][CH:31]=1)=[O:29]. The catalyst is CO. The product is [CH2:1]([O:8][C:9]1[CH:10]=[CH:11][C:12]([CH2:15][C:16]([O:18][CH2:27][C:28](=[O:29])[C:30]2[CH:35]=[CH:34][N:33]=[CH:32][CH:31]=2)=[O:17])=[CH:13][CH:14]=1)[C:2]1[CH:3]=[CH:4][CH:5]=[CH:6][CH:7]=1. The yield is 0.480. (3) The catalyst is C(Cl)Cl.N1C=CC=CC=1. The yield is 0.580. The reactants are Cl.[NH:2]1[CH2:6][CH2:5][CH2:4][C@H:3]1[C:7]#[N:8].[Cl:9][C:10]1[C:11]([OH:21])=[C:12]([S:17](Cl)(=[O:19])=[O:18])[CH:13]=[C:14]([Cl:16])[CH:15]=1. The product is [Cl:9][C:10]1[C:11]([OH:21])=[C:12]([S:17]([N:2]2[CH2:6][CH2:5][CH2:4][C@H:3]2[C:7]#[N:8])(=[O:19])=[O:18])[CH:13]=[C:14]([Cl:16])[CH:15]=1. (4) The catalyst is O1CCOCC1.O. The yield is 0.294. The product is [Cl:1][C:2]1[N:3]=[C:4]2[C:9](=[CH:10][CH:11]=1)[N:8]=[CH:7][C:6]([N:16]1[CH2:15][CH2:14][N:13]([C:19]([O:21][C:22]([CH3:25])([CH3:24])[CH3:23])=[O:20])[CH2:18][CH2:17]1)=[CH:5]2. The reactants are [Cl:1][C:2]1[CH:11]=[CH:10][C:9]2[C:4](=[CH:5][C:6](I)=[CH:7][N:8]=2)[N:3]=1.[N:13]1([C:19]([O:21][C:22]([CH3:25])([CH3:24])[CH3:23])=[O:20])[CH2:18][CH2:17][NH:16][CH2:15][CH2:14]1.C(=O)([O-])[O-].[Cs+].[Cs+].CC1(C)C2C(=C(P(C3C=CC=CC=3)C3C=CC=CC=3)C=CC=2)OC2C(P(C3C=CC=CC=3)C3C=CC=CC=3)=CC=CC1=2.